From a dataset of Catalyst prediction with 721,799 reactions and 888 catalyst types from USPTO. Predict which catalyst facilitates the given reaction. Reactant: ClC(Cl)(Cl)[N:3]=[C:4]=[O:5].[OH:8][CH2:9][CH2:10][N:11]1[C:16]([C:17]([C:19]2[CH:20]=[C:21]([CH:24]=[C:25]([CH3:27])[CH:26]=2)[C:22]#[N:23])=[O:18])=[C:15]([CH:28]([CH3:30])[CH3:29])[C:14](=[O:31])[N:13]([CH2:32][C:33]2[CH:38]=[CH:37][C:36]([O:39][CH3:40])=[CH:35][CH:34]=2)[C:12]1=[O:41]. Product: [C:22]([C:21]1[CH:20]=[C:19]([CH:26]=[C:25]([CH3:27])[CH:24]=1)[C:17]([C:16]1[N:11]([CH2:10][CH2:9][O:8][C:4](=[O:5])[NH2:3])[C:12](=[O:41])[N:13]([CH2:32][C:33]2[CH:38]=[CH:37][C:36]([O:39][CH3:40])=[CH:35][CH:34]=2)[C:14](=[O:31])[C:15]=1[CH:28]([CH3:30])[CH3:29])=[O:18])#[N:23]. The catalyst class is: 2.